From a dataset of Forward reaction prediction with 1.9M reactions from USPTO patents (1976-2016). Predict the product of the given reaction. (1) Given the reactants OC1C(C(C2C=CC=CC=2)(C)C)=NC2C([C:11]=1[C:12]([OH:14])=[O:13])=CC=C1CCCCC=21.[F:28][C:29]([F:42])([F:41])[C:30]1[CH:31]=[CH:32][CH:33]=[C:34]2[C:38]=1[NH:37][C:36](=O)[C:35]2=[O:40].OCC(=O)[CH2:46][CH:47]([C:49]1[CH:54]=[CH:53][CH:52]=[CH:51][CH:50]=1)[CH3:48], predict the reaction product. The product is: [OH:40][C:35]1[C:36]([CH2:48][CH:47]([C:49]2[CH:50]=[CH:51][CH:52]=[CH:53][CH:54]=2)[CH3:46])=[N:37][C:38]2[C:34]([C:11]=1[C:12]([OH:14])=[O:13])=[CH:33][CH:32]=[CH:31][C:30]=2[C:29]([F:28])([F:41])[F:42]. (2) Given the reactants [CH3:1][C:2]1[CH:3]=[C:4]([CH:18]=[C:19]([CH3:21])[CH:20]=1)[C:5]([C:7]1[NH:12][C:11](=[O:13])[NH:10][C:9](=[O:14])[C:8]=1[CH:15]([CH3:17])[CH3:16])=[O:6].C(=O)([O-])[O-].[K+].[K+].[I-].[Li+].Cl[CH2:31][C:32]1[CH:37]=[C:36]([CH3:38])[N:35]=[C:34]([N:39]2[C:47](=[O:48])[C:46]3[C:41](=[CH:42][CH:43]=[CH:44][CH:45]=3)[C:40]2=[O:49])[CH:33]=1, predict the reaction product. The product is: [CH3:21][C:19]1[CH:18]=[C:4]([CH:3]=[C:2]([CH3:1])[CH:20]=1)[C:5]([C:7]1[N:12]([CH2:31][C:32]2[CH:37]=[C:36]([CH3:38])[N:35]=[C:34]([N:39]3[C:47](=[O:48])[C:46]4[C:41](=[CH:42][CH:43]=[CH:44][CH:45]=4)[C:40]3=[O:49])[CH:33]=2)[C:11](=[O:13])[NH:10][C:9](=[O:14])[C:8]=1[CH:15]([CH3:17])[CH3:16])=[O:6]. (3) Given the reactants [O:1]1[C:5]2[CH:6]=[CH:7][CH:8]=[CH:9][C:4]=2[N:3]=[CH:2]1.C([Li])CCC.Br[C:16]1[CH:24]=[CH:23][C:19]([CH2:20][C:21]#[N:22])=[C:18]([F:25])[CH:17]=1, predict the reaction product. The product is: [O:1]1[C:5]2[CH:6]=[CH:7][CH:8]=[CH:9][C:4]=2[N:3]=[C:2]1[C:16]1[CH:24]=[CH:23][C:19]([CH2:20][C:21]#[N:22])=[C:18]([F:25])[CH:17]=1. (4) Given the reactants [NH2:1][CH2:2][CH2:3][CH:4]([C:6]1[N:7]=[C:8]([C:11]2[CH:16]=[CH:15][C:14]([F:17])=[CH:13][CH:12]=2)[O:9][CH:10]=1)[OH:5].[F:18][C:19]([F:35])([F:34])[C:20]1[O:24][N:23]=[C:22]([C:25]2[CH:26]=[C:27]([CH:31]=[CH:32][CH:33]=2)[C:28](O)=[O:29])[N:21]=1, predict the reaction product. The product is: [F:17][C:14]1[CH:15]=[CH:16][C:11]([C:8]2[O:9][CH:10]=[C:6]([CH:4]([OH:5])[CH2:3][CH2:2][NH:1][C:28](=[O:29])[C:27]3[CH:31]=[CH:32][CH:33]=[C:25]([C:22]4[N:21]=[C:20]([C:19]([F:35])([F:34])[F:18])[O:24][N:23]=4)[CH:26]=3)[N:7]=2)=[CH:12][CH:13]=1. (5) Given the reactants C(OC([N:8]1[CH2:13][CH2:12][CH:11]([C:14]2[CH:19]=[CH:18][C:17]([NH:20][S:21]([C:24]3[S:28][C:27]4[CH:29]=[CH:30][C:31]([F:33])=[CH:32][C:26]=4[C:25]=3[CH3:34])(=[O:23])=[O:22])=[C:16]([S:35]([CH3:38])(=[O:37])=[O:36])[CH:15]=2)[CH2:10][CH2:9]1)=O)(C)(C)C.[ClH:39].C(OCC)(=O)C.CCOCC, predict the reaction product. The product is: [ClH:39].[CH3:38][S:35]([C:16]1[CH:15]=[C:14]([CH:11]2[CH2:10][CH2:9][NH:8][CH2:13][CH2:12]2)[CH:19]=[CH:18][C:17]=1[NH:20][S:21]([C:24]1[S:28][C:27]2[CH:29]=[CH:30][C:31]([F:33])=[CH:32][C:26]=2[C:25]=1[CH3:34])(=[O:22])=[O:23])(=[O:36])=[O:37]. (6) The product is: [ClH:1].[ClH:14].[Cl:14][C:15]1[CH:20]=[CH:19][C:18]([CH:21]([C:23]2[N:27]3[CH2:28][CH2:29][N:30]([C:2]4[C:3]5[C@H:10]([CH3:11])[CH2:9][CH2:8][C:4]=5[N:5]=[CH:6][N:7]=4)[CH2:31][C:26]3=[N:25][N:24]=2)[NH2:22])=[CH:17][CH:16]=1. Given the reactants [Cl:1][C:2]1[C:3]2[C@H:10]([CH3:11])[CH2:9][CH2:8][C:4]=2[N:5]=[CH:6][N:7]=1.Cl.Cl.[Cl:14][C:15]1[CH:20]=[CH:19][C:18]([CH:21]([C:23]2[N:27]3[CH2:28][CH2:29][NH:30][CH2:31][C:26]3=[N:25][N:24]=2)[NH2:22])=[CH:17][CH:16]=1, predict the reaction product.